Dataset: Reaction yield outcomes from USPTO patents with 853,638 reactions. Task: Predict the reaction yield, written as a fraction of the theoretical maximum amount of product (1.0 means a 100% yield; for example, 0.34 means a 34% yield). (1) The reactants are [Br:1][C:2]1[CH:21]=[CH:20][C:5]2[C:6]3[N:7]=[C:8]([C:14]([NH:16][CH:17]([CH3:19])[CH3:18])=[NH:15])[S:9][C:10]=3[CH2:11][CH2:12][O:13][C:4]=2[CH:3]=1.Cl[CH2:23][CH:24]=O.C(=O)(O)[O-].[Na+]. The catalyst is C1COCC1. The product is [Br:1][C:2]1[CH:21]=[CH:20][C:5]2[C:6]3[N:7]=[C:8]([C:14]4[N:16]([CH:17]([CH3:19])[CH3:18])[CH:23]=[CH:24][N:15]=4)[S:9][C:10]=3[CH2:11][CH2:12][O:13][C:4]=2[CH:3]=1. The yield is 0.960. (2) The reactants are [Br:1][C:2]1[C:11]2[C:6](=[CH:7][CH:8]=[CH:9][CH:10]=2)[CH:5]=[CH:4][C:3]=1[OH:12].[OH-].[K+].[CH3:15]S(C)=O.IC. The catalyst is O. The product is [Br:1][C:2]1[C:11]2[C:6](=[CH:7][CH:8]=[CH:9][CH:10]=2)[CH:5]=[CH:4][C:3]=1[O:12][CH3:15]. The yield is 0.690.